The task is: Predict the reaction yield, written as a fraction of the theoretical maximum amount of product (1.0 means a 100% yield; for example, 0.34 means a 34% yield).. This data is from Reaction yield outcomes from USPTO patents with 853,638 reactions. (1) The reactants are [BH4-].[Li+].[CH:3]12[N:9]([C:10]([O:12][CH2:13][C:14]3[CH:19]=[CH:18][CH:17]=[CH:16][CH:15]=3)=[O:11])[CH:6]([CH2:7][CH2:8]1)[CH2:5][CH:4]2[C:20](OCC)=[O:21]. The catalyst is O1CCCC1. The product is [OH:21][CH2:20][CH:4]1[CH2:5][CH:6]2[N:9]([C:10]([O:12][CH2:13][C:14]3[CH:15]=[CH:16][CH:17]=[CH:18][CH:19]=3)=[O:11])[CH:3]1[CH2:8][CH2:7]2. The yield is 0.800. (2) The reactants are C(OC(=O)[NH:7][C@H:8]1[CH2:39][CH2:38][C:11]2[N:12]=[C:13]([NH:15][C:16](=[O:37])[C:17]3[CH:22]=[CH:21][CH:20]=[C:19]([CH2:23][N:24]4[CH:28]=[C:27]([C:29]5[CH:34]=[CH:33][C:32]([C:35]#[N:36])=[CH:31][CH:30]=5)[CH:26]=[N:25]4)[CH:18]=3)[S:14][C:10]=2[CH2:9]1)(C)(C)C.C([O-])([O-])=O.[Na+].[Na+]. The catalyst is C(Cl)Cl.C(O)(C(F)(F)F)=O. The product is [NH2:7][C@H:8]1[CH2:39][CH2:38][C:11]2[N:12]=[C:13]([NH:15][C:16](=[O:37])[C:17]3[CH:22]=[CH:21][CH:20]=[C:19]([CH2:23][N:24]4[CH:28]=[C:27]([C:29]5[CH:30]=[CH:31][C:32]([C:35]#[N:36])=[CH:33][CH:34]=5)[CH:26]=[N:25]4)[CH:18]=3)[S:14][C:10]=2[CH2:9]1. The yield is 0.750. (3) The reactants are [CH3:1][NH:2][CH2:3][C:4]([NH:6][CH2:7][C:8]1[CH:9]=[C:10]([C:14]2[CH:19]=[CH:18][C:17]([C:20]([F:23])([F:22])[F:21])=[CH:16][CH:15]=2)[CH:11]=[CH:12][CH:13]=1)=[O:5].C(N(CC)CC)C.[F:31][C:32]1[CH:37]=[CH:36][C:35]([S:38](Cl)(=[O:40])=[O:39])=[CH:34][CH:33]=1. The catalyst is C(Cl)Cl. The product is [F:31][C:32]1[CH:37]=[CH:36][C:35]([S:38]([N:2]([CH3:1])[CH2:3][C:4]([NH:6][CH2:7][C:8]2[CH:9]=[C:10]([C:14]3[CH:15]=[CH:16][C:17]([C:20]([F:21])([F:22])[F:23])=[CH:18][CH:19]=3)[CH:11]=[CH:12][CH:13]=2)=[O:5])(=[O:40])=[O:39])=[CH:34][CH:33]=1. The yield is 0.660. (4) The reactants are [Cl:1][C:2]1[C:6]([NH2:7])=[CH:5][N:4]([C:8]2[CH:9]=[N:10][CH:11]=[CH:12][CH:13]=2)[N:3]=1.[C:14](OCC)(=[O:16])[CH3:15].C(=O)(O)[O-].[Na+].C(OC(=O)C)(=O)C. The catalyst is O. The product is [Cl:1][C:2]1[C:6]([NH:7][C:14](=[O:16])[CH3:15])=[CH:5][N:4]([C:8]2[CH:9]=[N:10][CH:11]=[CH:12][CH:13]=2)[N:3]=1. The yield is 0.660. (5) The reactants are [F:1][C:2]1[C:3]([N:9]=[CH:10][N:11]([CH3:13])[CH3:12])=[N:4][C:5]([OH:8])=[N:6][CH:7]=1.[C:14]1([S:20](Cl)(=[O:22])=[O:21])[CH:19]=[CH:18][CH:17]=[CH:16][CH:15]=1. The catalyst is N1C=CC=CC=1. The product is [C:14]1([S:20]([N:6]2[CH:7]=[C:2]([F:1])[C:3]([N:9]=[CH:10][N:11]([CH3:13])[CH3:12])=[N:4][C:5]2=[O:8])(=[O:22])=[O:21])[CH:19]=[CH:18][CH:17]=[CH:16][CH:15]=1. The yield is 0.190.